Dataset: Full USPTO retrosynthesis dataset with 1.9M reactions from patents (1976-2016). Task: Predict the reactants needed to synthesize the given product. (1) The reactants are: [Br:1][C:2]1[C:3]([N:12]2[CH2:17][CH2:16][N:15]([CH2:18][C:19]3[N:20]=[C:21]([CH3:24])[S:22][CH:23]=3)[CH2:14][CH2:13]2)=[C:4]([N+:9]([O-])=O)[C:5]([NH2:8])=[N:6][CH:7]=1.CCO.[N:28]1([C:33]2[CH:40]=[CH:39][C:36]([CH:37]=O)=[CH:35][CH:34]=2)[CH:32]=[CH:31][CH:30]=[N:29]1.[O-]S(S([O-])=O)=O.[Na+].[Na+]. Given the product [N:28]1([C:33]2[CH:40]=[CH:39][C:36]([C:37]3[NH:8][C:5]4=[N:6][CH:7]=[C:2]([Br:1])[C:3]([N:12]5[CH2:17][CH2:16][N:15]([CH2:18][C:19]6[N:20]=[C:21]([CH3:24])[S:22][CH:23]=6)[CH2:14][CH2:13]5)=[C:4]4[N:9]=3)=[CH:35][CH:34]=2)[CH:32]=[CH:31][CH:30]=[N:29]1, predict the reactants needed to synthesize it. (2) Given the product [CH3:1][O:2][C:3]1[CH:4]=[C:5]2[C:9](=[CH:10][CH:11]=1)[C:8](=[O:12])[C:7]([CH3:15])([CH2:13][CH2:25][C:27](=[O:28])[CH3:29])[CH2:6]2, predict the reactants needed to synthesize it. The reactants are: [CH3:1][O:2][C:3]1[CH:4]=[C:5]2[C:9](=[CH:10][CH:11]=1)[C:8](=[O:12])[CH:7]([CH3:13])[CH2:6]2.N12CCCN=C1CCCC[CH2:15]2.[CH:25]([C:27]([CH3:29])=[O:28])=C. (3) The reactants are: [NH2:1][C:2]1[C:11]([Br:12])=[C:10]2[C:5]([CH2:6][CH2:7][C:8]([CH3:15])([CH3:14])[C:9]2=[O:13])=[CH:4][CH:3]=1.[F:16][C:17]1[CH:22]=[CH:21][CH:20]=[CH:19][C:18]=1[S:23](Cl)(=[O:25])=[O:24].N1C=CC=CC=1. Given the product [Br:12][C:11]1[C:10]2[C:9](=[O:13])[C:8]([CH3:15])([CH3:14])[CH2:7][CH2:6][C:5]=2[CH:4]=[CH:3][C:2]=1[NH:1][S:23]([C:18]1[CH:19]=[CH:20][CH:21]=[CH:22][C:17]=1[F:16])(=[O:25])=[O:24], predict the reactants needed to synthesize it. (4) Given the product [I:19][C:2]1[CH:7]=[C:6]([C:8]2[CH:13]=[CH:12][C:11]([C:14]([F:17])([F:16])[F:15])=[CH:10][CH:9]=2)[CH:5]=[C:4]([CH3:18])[N:3]=1, predict the reactants needed to synthesize it. The reactants are: Br[C:2]1[CH:7]=[C:6]([C:8]2[CH:13]=[CH:12][C:11]([C:14]([F:17])([F:16])[F:15])=[CH:10][CH:9]=2)[CH:5]=[C:4]([CH3:18])[N:3]=1.[I-:19].[Na+].CNCCNC. (5) Given the product [F:1][C:2]1[C:3]2[C:12]3[C:11](=[CH:16][CH:15]=[C:14]([C:17]([N:19]4[CH2:20][CH2:21][O:22][CH2:23][CH2:24]4)=[O:18])[CH:13]=3)[NH:10][C:4]=2[C:5]([C:6]([NH2:7])=[O:27])=[CH:8][CH:9]=1, predict the reactants needed to synthesize it. The reactants are: [F:1][C:2]1[CH:9]=[CH:8][C:5]([C:6]#[N:7])=[C:4]([NH:10][C:11]2[CH:16]=[CH:15][C:14]([C:17]([N:19]3[CH2:24][CH2:23][O:22][CH2:21][CH2:20]3)=[O:18])=[CH:13][CH:12]=2)[CH:3]=1.CC(O)=[O:27]. (6) Given the product [C:43]([N:5]([C@@H:6]1[CH2:12][CH2:11][C@@H:10]([C:13]2[CH:18]=[CH:17][CH:16]=[C:15]([F:19])[C:14]=2[F:20])[CH2:9][N:8]([CH2:21][CH3:22])[C:7]1=[O:23])[C:4]([N:40]1[CH2:41][CH2:42][CH:37]([N:29]2[C:30]3[C:31](=[N:32][CH:33]=[CH:34][CH:35]=3)[NH:36][C:28]2=[O:27])[CH2:38][CH2:39]1)=[NH:24])#[N:46], predict the reactants needed to synthesize it. The reactants are: C(O[C:4](=[NH:24])[NH:5][C@@H:6]1[CH2:12][CH2:11][C@@H:10]([C:13]2[CH:18]=[CH:17][CH:16]=[C:15]([F:19])[C:14]=2[F:20])[CH2:9][N:8]([CH2:21][CH3:22])[C:7]1=[O:23])#N.Cl.Cl.[O:27]=[C:28]1[NH:36][C:31]2=[N:32][CH:33]=[CH:34][CH:35]=[C:30]2[N:29]1[CH:37]1[CH2:42][CH2:41][NH:40][CH2:39][CH2:38]1.[CH:43]([N:46](CC)C(C)C)(C)C. (7) The reactants are: [Li]CCCC.CCCCCC.Br[C:13]1[CH:14]=[C:15]2[C:20](=[CH:21][CH:22]=1)[N:19]=[C:18]([O:23][CH3:24])[CH:17]=[C:16]2[C:25]1[CH:30]=[CH:29][CH:28]=[C:27]([Cl:31])[CH:26]=1.[I:32][C:33]1[CH:34]=[C:35]([CH:42]=[CH:43][CH:44]=1)[C:36](N(OC)C)=[O:37]. Given the product [Cl:31][C:27]1[CH:26]=[C:25]([C:16]2[C:15]3[C:20](=[CH:21][CH:22]=[C:13]([C:36]([C:35]4[CH:42]=[CH:43][CH:44]=[C:33]([I:32])[CH:34]=4)=[O:37])[CH:14]=3)[N:19]=[C:18]([O:23][CH3:24])[CH:17]=2)[CH:30]=[CH:29][CH:28]=1, predict the reactants needed to synthesize it.